Dataset: Forward reaction prediction with 1.9M reactions from USPTO patents (1976-2016). Task: Predict the product of the given reaction. Given the reactants [CH:1]1([N:7]2[CH2:13][C:12]([F:15])([F:14])[C:11](=[O:16])[N:10]([CH3:17])[C:9]3[CH:18]=[N:19][C:20]([NH:22][C:23]4[CH:31]=[CH:30][C:26]([C:27](O)=[O:28])=[CH:25][C:24]=4[O:32][CH3:33])=[N:21][C:8]2=3)[CH2:6][CH2:5][CH2:4][CH2:3][CH2:2]1.CN(C(ON1N=NC2C=CC=NC1=2)=[N+](C)C)C.F[P-](F)(F)(F)(F)F.C([N:65]1[CH2:70][CH2:69][CH:68]([NH2:71])[CH2:67][CH2:66]1)(OC(C)(C)C)=O, predict the reaction product. The product is: [CH:1]1([N:7]2[CH2:13][C:12]([F:15])([F:14])[C:11](=[O:16])[N:10]([CH3:17])[C:9]3[CH:18]=[N:19][C:20]([NH:22][C:23]4[CH:31]=[CH:30][C:26]([C:27]([NH:71][CH:68]5[CH2:69][CH2:70][NH:65][CH2:66][CH2:67]5)=[O:28])=[CH:25][C:24]=4[O:32][CH3:33])=[N:21][C:8]2=3)[CH2:2][CH2:3][CH2:4][CH2:5][CH2:6]1.